Dataset: Forward reaction prediction with 1.9M reactions from USPTO patents (1976-2016). Task: Predict the product of the given reaction. (1) The product is: [CH3:1][C:2]1[CH:7]=[C:6]([C:8]([N:10]2[C:16]3[CH:17]=[CH:18][CH:19]=[CH:20][C:15]=3[CH2:14][N:13]3[C:21]([C:24]([N:46]4[CH2:47][CH2:48][N:43]([C:40]5[CH:41]=[CH:42][N:37]=[CH:38][CH:39]=5)[CH2:44][CH2:45]4)=[O:25])=[CH:22][CH:23]=[C:12]3[CH2:11]2)=[O:9])[CH:5]=[CH:4][C:3]=1[C:27]1[CH:32]=[CH:31][CH:30]=[CH:29][C:28]=1[C:33]([F:36])([F:35])[F:34]. Given the reactants [CH3:1][C:2]1[CH:7]=[C:6]([C:8]([N:10]2[C:16]3[CH:17]=[CH:18][CH:19]=[CH:20][C:15]=3[CH2:14][N:13]3[C:21]([C:24](O)=[O:25])=[CH:22][CH:23]=[C:12]3[CH2:11]2)=[O:9])[CH:5]=[CH:4][C:3]=1[C:27]1[CH:32]=[CH:31][CH:30]=[CH:29][C:28]=1[C:33]([F:36])([F:35])[F:34].[N:37]1[CH:42]=[CH:41][C:40]([N:43]2[CH2:48][CH2:47][NH:46][CH2:45][CH2:44]2)=[CH:39][CH:38]=1.O.ON1C2C=CC=CC=2N=N1.Cl.CN(C)CCCN=C=NCC.C(N(CC)C(C)C)(C)C, predict the reaction product. (2) Given the reactants Cl[C:2]1[CH:10]=[C:9]([C:11]([NH:13][CH:14]2[CH2:19][CH2:18][N:17]([CH3:20])[CH2:16][CH2:15]2)=[O:12])[C:8]([CH3:21])=[C:7]2[C:3]=1[C:4]1[CH:25]=[C:24]([CH3:26])[CH:23]=[N:22][C:5]=1[NH:6]2.[CH:27]1([C:30]([NH:32][C:33]2[CH:34]=[C:35](B(O)O)[CH:36]=[CH:37][CH:38]=2)=[O:31])[CH2:29][CH2:28]1.C(S(C1C=C(C2C=C(C(F)(F)F)C(C)=C([N+]([O-])=O)C=2C2C(F)=NC=C(C)C=2)C=CC=1)(=O)=O)C, predict the reaction product. The product is: [CH:27]1([C:30]([NH:32][C:33]2[CH:34]=[C:35]([C:2]3[CH:10]=[C:9]([C:11]([NH:13][CH:14]4[CH2:19][CH2:18][N:17]([CH3:20])[CH2:16][CH2:15]4)=[O:12])[C:8]([CH3:21])=[C:7]4[C:3]=3[C:4]3[CH:25]=[C:24]([CH3:26])[CH:23]=[N:22][C:5]=3[NH:6]4)[CH:36]=[CH:37][CH:38]=2)=[O:31])[CH2:29][CH2:28]1. (3) Given the reactants [C:1]([C:4]1[CH:28]=[CH:27][C:7]([O:8][CH2:9][C:10]2[CH:11]=[C:12]([NH:16][C:17](=[O:26])[C:18]3[CH:23]=[CH:22][CH:21]=[C:20]([C:24]#[N:25])[CH:19]=3)[CH:13]=[CH:14][CH:15]=2)=[C:6]([CH2:29][CH2:30][CH3:31])[C:5]=1[OH:32])(=[O:3])[CH3:2].[N-:33]=[N+:34]=[N-:35].[Na+].[Cl-].[NH4+], predict the reaction product. The product is: [C:1]([C:4]1[CH:28]=[CH:27][C:7]([O:8][CH2:9][C:10]2[CH:11]=[C:12]([NH:16][C:17](=[O:26])[C:18]3[CH:23]=[CH:22][CH:21]=[C:20]([C:24]4[N:33]=[N:34][NH:35][N:25]=4)[CH:19]=3)[CH:13]=[CH:14][CH:15]=2)=[C:6]([CH2:29][CH2:30][CH3:31])[C:5]=1[OH:32])(=[O:3])[CH3:2]. (4) The product is: [C:1]([O:7][CH2:8][N:9]1[C:13]2[N:14]=[CH:15][N:16]=[C:17]([C:18]3[CH:19]=[N:20][N:21]([C@@H:23]([CH:27]4[CH2:31][CH2:30][CH2:29][CH2:28]4)[CH2:24][C:25]#[N:26])[CH:22]=3)[C:12]=2[CH:11]=[CH:10]1)(=[O:6])[C:2]([CH3:4])([CH3:5])[CH3:3].[C:1]([O:7][CH2:8][N:9]1[C:13]2[N:14]=[CH:15][N:16]=[C:17]([C:18]3[CH:19]=[N:20][N:21]([C@H:23]([CH:27]4[CH2:31][CH2:30][CH2:29][CH2:28]4)[CH2:24][C:25]#[N:26])[CH:22]=3)[C:12]=2[CH:11]=[CH:10]1)(=[O:6])[C:2]([CH3:4])([CH3:5])[CH3:3]. Given the reactants [C:1]([O:7][CH2:8][N:9]1[C:13]2[N:14]=[CH:15][N:16]=[C:17]([C:18]3[CH:19]=[N:20][N:21]([CH:23]([CH:27]4[CH2:31][CH2:30][CH2:29][CH2:28]4)[CH2:24][C:25]#[N:26])[CH:22]=3)[C:12]=2[CH:11]=[CH:10]1)(=[O:6])[C:2]([CH3:5])([CH3:4])[CH3:3].C[Si](CCOCCl)(C)C.ClC1N=CNC2=NC=CC=12, predict the reaction product.